Dataset: Reaction yield outcomes from USPTO patents with 853,638 reactions. Task: Predict the reaction yield, written as a fraction of the theoretical maximum amount of product (1.0 means a 100% yield; for example, 0.34 means a 34% yield). The reactants are [Br:1][C:2]1[CH:13]=[CH:12][C:5]2[CH2:6][CH2:7][CH2:8][CH2:9][CH:10](O)[C:4]=2[CH:3]=1.C([SiH](CC)CC)C.FC(F)(F)C(O)=O. The catalyst is ClCCl. The product is [Br:1][C:2]1[CH:13]=[CH:12][C:5]2[CH2:6][CH2:7][CH2:8][CH2:9][CH2:10][C:4]=2[CH:3]=1. The yield is 0.630.